Dataset: Full USPTO retrosynthesis dataset with 1.9M reactions from patents (1976-2016). Task: Predict the reactants needed to synthesize the given product. Given the product [ClH:41].[OH:1][C:2]1[CH:3]=[CH:4][C:5]2[C:9]([O:10][C:11]3[CH:16]=[CH:15][C:14]([O:17][CH2:18][CH2:19][N:20]4[CH2:21][CH2:22][CH2:23][CH2:24][CH2:25]4)=[CH:13][CH:12]=3)=[C:8]([C:26]3[CH:31]=[CH:30][C:29]([C:32]([C:34]4[CH:39]=[CH:38][CH:37]=[CH:36][CH:35]=4)=[O:33])=[CH:28][CH:27]=3)[S:7][C:6]=2[CH:40]=1, predict the reactants needed to synthesize it. The reactants are: [OH:1][C:2]1[CH:3]=[CH:4][C:5]2[C:9]([O:10][C:11]3[CH:16]=[CH:15][C:14]([O:17][CH2:18][CH2:19][N:20]4[CH2:25][CH2:24][CH2:23][CH2:22][CH2:21]4)=[CH:13][CH:12]=3)=[C:8]([C:26]3[CH:31]=[CH:30][C:29]([C:32]([C:34]4[CH:39]=[CH:38][CH:37]=[CH:36][CH:35]=4)=[O:33])=[CH:28][CH:27]=3)[S:7][C:6]=2[CH:40]=1.[ClH:41].